Dataset: Catalyst prediction with 721,799 reactions and 888 catalyst types from USPTO. Task: Predict which catalyst facilitates the given reaction. (1) Reactant: FC(F)(F)C(O)=O.[CH2:8]([O:10][C:11]([C:13]1[CH:17]=[C:16]([CH2:18][NH:19]C(OC(C)(C)C)=O)[O:15][N:14]=1)=[O:12])[CH3:9]. The catalyst class is: 2. Product: [CH2:8]([O:10][C:11]([C:13]1[CH:17]=[C:16]([CH2:18][NH2:19])[O:15][N:14]=1)=[O:12])[CH3:9]. (2) Reactant: F[P-](F)(F)(F)(F)F.[N:8]1(OC(N(C)C)=[N+](C)C)C2N=CC=CC=2N=N1.C([O-])(=O)C.[NH4+].C(N(CC)C(C)C)(C)C.[Si:39]([O:46][CH2:47][CH2:48][NH:49][C:50]1[CH:55]=[CH:54][C:53]([N:56]2[CH2:61][CH2:60][C:59]3[C:62]([C:73]([OH:75])=O)=[N:63][N:64]([C:65]4[CH:70]=[CH:69][C:68]([O:71][CH3:72])=[CH:67][CH:66]=4)[C:58]=3[C:57]2=[O:76])=[CH:52][CH:51]=1)([C:42]([CH3:45])([CH3:44])[CH3:43])([CH3:41])[CH3:40]. Product: [Si:39]([O:46][CH2:47][CH2:48][NH:49][C:50]1[CH:55]=[CH:54][C:53]([N:56]2[CH2:61][CH2:60][C:59]3[C:62]([C:73]([NH2:8])=[O:75])=[N:63][N:64]([C:65]4[CH:66]=[CH:67][C:68]([O:71][CH3:72])=[CH:69][CH:70]=4)[C:58]=3[C:57]2=[O:76])=[CH:52][CH:51]=1)([C:42]([CH3:44])([CH3:43])[CH3:45])([CH3:40])[CH3:41]. The catalyst class is: 9. (3) Reactant: N[C:2]1[CH:3]=[C:4]([NH:12][C:13]([C:15]2[C:24](=[O:25])[C:23]3[C:18](=[CH:19][CH:20]=[CH:21][CH:22]=3)[NH:17][CH:16]=2)=[O:14])[CH:5]=[CH:6][C:7]=1[C:8]([CH3:11])([CH3:10])[CH3:9].[C:26](O)(=O)C.C=O.[C:32]([BH3-])#[N:33].[Na+]. Product: [CH3:26][N:33]([CH3:32])[C:2]1[CH:3]=[C:4]([NH:12][C:13]([C:15]2[C:24](=[O:25])[C:23]3[C:18](=[CH:19][CH:20]=[CH:21][CH:22]=3)[NH:17][CH:16]=2)=[O:14])[CH:5]=[CH:6][C:7]=1[C:8]([CH3:11])([CH3:10])[CH3:9]. The catalyst class is: 61.